Binary Classification. Given a T-cell receptor sequence (or CDR3 region) and an epitope sequence, predict whether binding occurs between them. From a dataset of TCR-epitope binding with 47,182 pairs between 192 epitopes and 23,139 TCRs. (1) The epitope is SEPVLKGVKL. The TCR CDR3 sequence is CASGTVDIDGYTF. Result: 1 (the TCR binds to the epitope). (2) The epitope is IVTDFSVIK. The TCR CDR3 sequence is CASSTPGQGAGEQFF. Result: 1 (the TCR binds to the epitope). (3) The epitope is KLSYGIATV. The TCR CDR3 sequence is CASSPGQTKAFF. Result: 0 (the TCR does not bind to the epitope). (4) The epitope is FLLNKEMYL. The TCR CDR3 sequence is CASSPGRLDIMNTEAFF. Result: 1 (the TCR binds to the epitope). (5) The epitope is KLSYGIATV. The TCR CDR3 sequence is CASGGPSAQETQYF. Result: 1 (the TCR binds to the epitope).